Dataset: Catalyst prediction with 721,799 reactions and 888 catalyst types from USPTO. Task: Predict which catalyst facilitates the given reaction. Reactant: ClC(Cl)(O[C:5](=[O:11])OC(Cl)(Cl)Cl)Cl.[F:13][C:14]([F:22])([F:21])[CH:15]([OH:20])[C:16]([F:19])([F:18])[F:17].C(N(CC)C(C)C)(C)C.[CH3:32][C:33]1[C:38]([CH2:39][N:40]2[CH2:45][CH2:44][NH:43][CH2:42][CH2:41]2)=[CH:37][CH:36]=[C:35]([C:46]2[CH:51]=[CH:50][CH:49]=[CH:48][C:47]=2[CH3:52])[N:34]=1. Product: [CH3:32][C:33]1[C:38]([CH2:39][N:40]2[CH2:41][CH2:42][N:43]([C:5]([O:20][CH:15]([C:16]([F:19])([F:18])[F:17])[C:14]([F:22])([F:21])[F:13])=[O:11])[CH2:44][CH2:45]2)=[CH:37][CH:36]=[C:35]([C:46]2[CH:51]=[CH:50][CH:49]=[CH:48][C:47]=2[CH3:52])[N:34]=1. The catalyst class is: 229.